Dataset: Catalyst prediction with 721,799 reactions and 888 catalyst types from USPTO. Task: Predict which catalyst facilitates the given reaction. (1) Reactant: [CH3:1][C:2]([C:12]1[CH:20]=[CH:19][CH:18]=[CH:17][C:13]=1[C:14]([NH2:16])=[O:15])([CH3:11])[CH2:3][C@:4]1([C:7]([F:10])([F:9])[F:8])[CH2:6][O:5]1.C([Mg]CCCC)CCC.[Li+].[CH3:31][Si:32]([C:35]#[C-:36])([CH3:34])[CH3:33]. Product: [OH:5][C@@:4]([C:7]([F:8])([F:9])[F:10])([CH2:6][C:36]#[C:35][Si:32]([CH3:34])([CH3:33])[CH3:31])[CH2:3][C:2]([C:12]1[CH:20]=[CH:19][CH:18]=[CH:17][C:13]=1[C:14]([NH2:16])=[O:15])([CH3:11])[CH3:1]. The catalyst class is: 57. (2) Reactant: FC(F)(F)S(O[C:7]1[C:12]([C:13](=[O:15])[CH3:14])=[CH:11][C:10]([Cl:16])=[C:9]([CH3:17])[C:8]=1[C:18]1[CH:23]=[CH:22][N:21]=[CH:20][CH:19]=1)(=O)=O.O1CCOC[CH2:27]1.ClCCl.C[Zn]C.C1(C)C=CC=CC=1. Product: [Cl:16][C:10]1[C:9]([CH3:17])=[C:8]([C:18]2[CH:23]=[CH:22][N:21]=[CH:20][CH:19]=2)[C:7]([CH3:27])=[C:12]([C:13](=[O:15])[CH3:14])[CH:11]=1. The catalyst class is: 84. (3) Reactant: C([Li])(C)(C)C.Br[C:7]1[C:8]2[C:12]([CH:13]=[CH:14][CH:15]=1)=[N:11][N:10]([C:16]([C:29]1[CH:34]=[CH:33][CH:32]=[CH:31][CH:30]=1)([C:23]1[CH:28]=[CH:27][CH:26]=[CH:25][CH:24]=1)[C:17]1[CH:22]=[CH:21][CH:20]=[CH:19][CH:18]=1)[CH:9]=2.[CH2:35]([N:38]1[CH2:43][CH2:42][O:41][C:40](=[O:44])[CH2:39]1)[CH2:36][CH3:37]. Product: [CH2:35]([N:38]1[CH2:43][CH2:42][O:41][C:40]([C:7]2[C:8]3[C:12]([CH:13]=[CH:14][CH:15]=2)=[N:11][N:10]([C:16]([C:17]2[CH:18]=[CH:19][CH:20]=[CH:21][CH:22]=2)([C:23]2[CH:28]=[CH:27][CH:26]=[CH:25][CH:24]=2)[C:29]2[CH:34]=[CH:33][CH:32]=[CH:31][CH:30]=2)[CH:9]=3)([OH:44])[CH2:39]1)[CH2:36][CH3:37]. The catalyst class is: 1. (4) Product: [CH3:19][C:13]1([C:11]([C:10]2[S:9][C:8]([NH2:20])=[N:7][C:6]=2[C:2]2[O:1][CH:5]=[CH:4][CH:3]=2)=[O:12])[CH2:18][CH2:17][O:16][CH2:15][CH2:14]1. Reactant: [O:1]1[CH:5]=[CH:4][CH:3]=[C:2]1[C:6]1[N:7]=[C:8]([NH:20]C(=O)OC(C)(C)C)[S:9][C:10]=1[C:11]([C:13]1([CH3:19])[CH2:18][CH2:17][O:16][CH2:15][CH2:14]1)=[O:12]. The catalyst class is: 55. (5) Reactant: CN(C(O[N:9]1N=N[C:11]2[CH:12]=CC=C[C:10]1=2)=[N+](C)C)C.F[P-](F)(F)(F)(F)F.C1C=CC2N(O)N=NC=2C=1.[Si:35]([O:42][CH2:43][C:44]1[C:45]([N+:53]([O-:55])=[O:54])=[C:46]([CH:50]=[CH:51][CH:52]=1)[C:47]([OH:49])=O)([C:38]([CH3:41])([CH3:40])[CH3:39])([CH3:37])[CH3:36].C(N(CC)C(C)C)(C)C.C(N)C#C. Product: [Si:35]([O:42][CH2:43][C:44]1[C:45]([N+:53]([O-:55])=[O:54])=[C:46]([CH:50]=[CH:51][CH:52]=1)[C:47]([NH:9][CH2:10][C:11]#[CH:12])=[O:49])([C:38]([CH3:39])([CH3:40])[CH3:41])([CH3:37])[CH3:36]. The catalyst class is: 31. (6) Reactant: CC(O)=O.CCCC[N+](CCCC)(CCCC)CCCC.[F-].C([SiH2][O:28][C:29](C1C=CC=CC=1)(C1C=CC=CC=1)[C:30]1[N:34]([CH:35]2[C:44]3[C:39](=[CH:40][CH:41]=[CH:42][CH:43]=3)[N:38]([C:45](=[O:53])[CH2:46][C:47]3[CH:52]=[CH:51][CH:50]=[CH:49][CH:48]=3)[CH2:37][C:36]2([CH3:55])[CH3:54])[CH:33]=[N:32][CH:31]=1)(C)(C)C.C([O-])(O)=O.[Na+]. Product: [OH:28][CH2:29][C:30]1[N:34]([CH:35]2[C:44]3[C:39](=[CH:40][CH:41]=[CH:42][CH:43]=3)[N:38]([C:45](=[O:53])[CH2:46][C:47]3[CH:52]=[CH:51][CH:50]=[CH:49][CH:48]=3)[CH2:37][C:36]2([CH3:55])[CH3:54])[CH:33]=[N:32][CH:31]=1. The catalyst class is: 1. (7) Reactant: [CH3:1][Si](Cl)(C)C.[Cl:6][C:7]1[CH:12]=[CH:11][C:10]([CH2:13][C:14]([OH:16])=[O:15])=[C:9]([I:17])[CH:8]=1. Product: [Cl:6][C:7]1[CH:12]=[CH:11][C:10]([CH2:13][C:14]([O:16][CH3:1])=[O:15])=[C:9]([I:17])[CH:8]=1. The catalyst class is: 5.